Dataset: Reaction yield outcomes from USPTO patents with 853,638 reactions. Task: Predict the reaction yield, written as a fraction of the theoretical maximum amount of product (1.0 means a 100% yield; for example, 0.34 means a 34% yield). (1) The reactants are [F:1][C:2]1[CH:3]=[C:4]([C:8]2[S:9][C:10]([NH:13][CH3:14])=[CH:11][N:12]=2)[CH:5]=[N:6][CH:7]=1.[C:15](Cl)(Cl)=[O:16].[CH3:19][S:20][CH2:21][CH2:22][NH2:23]. The catalyst is ClCCCl.CN(C1C=CN=CC=1)C. The product is [F:1][C:2]1[CH:3]=[C:4]([C:8]2[S:9][C:10]([N:13]([CH3:14])[C:15]([NH:23][CH2:22][CH2:21][S:20][CH3:19])=[O:16])=[CH:11][N:12]=2)[CH:5]=[N:6][CH:7]=1. The yield is 0.810. (2) The yield is 0.960. The product is [Cl:10][C:11]1[CH:16]=[C:15]2[NH:24][CH2:23][C:17]3([CH2:22][CH2:21][NH:20][CH2:19][CH2:18]3)[C:14]2=[CH:13][CH:12]=1. The reactants are CCO.[H-].[Al+3].[Li+].[H-].[H-].[H-].[Cl:10][C:11]1[CH:16]=[CH:15][C:14]([C:17]2([C:23]#[N:24])[CH2:22][CH2:21][NH:20][CH2:19][CH2:18]2)=[C:13](F)[CH:12]=1.O. The catalyst is C(COC)OC. (3) The reactants are [Cl:1][C:2]1[N:7]=[C:6](Cl)[C:5]2=[C:9]([C:12]3[CH:17]=[CH:16][CH:15]=[CH:14][CH:13]=3)[CH:10]=[CH:11][N:4]2[N:3]=1.CCN(C(C)C)C(C)C.[N:27]1[CH:32]=[CH:31][CH:30]=[C:29]2[CH2:33][NH:34][CH2:35][C:28]=12. The catalyst is C1COCC1. The product is [Cl:1][C:2]1[N:7]=[C:6]([N:34]2[CH2:33][C:29]3[C:28](=[N:27][CH:32]=[CH:31][CH:30]=3)[CH2:35]2)[C:5]2=[C:9]([C:12]3[CH:17]=[CH:16][CH:15]=[CH:14][CH:13]=3)[CH:10]=[CH:11][N:4]2[N:3]=1. The yield is 0.440. (4) The reactants are [F:1][C:2]1[CH:3]=[C:4]([CH:7]=[CH:8][CH:9]=1)[CH:5]=[CH2:6].[CH2:10]([O:12][C:13](=[O:17])[CH:14]=[N+]=[N-])[CH3:11]. The catalyst is C(Cl)Cl.CC([O-])=O.CC([O-])=O.CC([O-])=O.CC([O-])=O.[Rh+2].[Rh+2]. The product is [CH2:10]([O:12][C:13]([C@@H:14]1[CH2:6][C@H:5]1[C:4]1[CH:7]=[CH:8][CH:9]=[C:2]([F:1])[CH:3]=1)=[O:17])[CH3:11]. The yield is 0.590. (5) The reactants are Cl.[NH2:2][C:3]1[C:12]2[C:7](=[CH:8][CH:9]=[CH:10][CH:11]=2)[C:6]([OH:13])=[CH:5][CH:4]=1.C([Li])CCC.[C:19](O[C:19]([O:21][C:22]([CH3:25])([CH3:24])[CH3:23])=[O:20])([O:21][C:22]([CH3:25])([CH3:24])[CH3:23])=[O:20]. The catalyst is C1COCC1.CCOC(C)=O. The product is [OH:13][C:6]1[C:7]2[C:12](=[CH:11][CH:10]=[CH:9][CH:8]=2)[C:3]([NH:2][C:19](=[O:20])[O:21][C:22]([CH3:25])([CH3:24])[CH3:23])=[CH:4][CH:5]=1. The yield is 0.850.